Dataset: NCI-60 drug combinations with 297,098 pairs across 59 cell lines. Task: Regression. Given two drug SMILES strings and cell line genomic features, predict the synergy score measuring deviation from expected non-interaction effect. (1) Drug 1: COC1=C(C=C2C(=C1)N=CN=C2NC3=CC(=C(C=C3)F)Cl)OCCCN4CCOCC4. Drug 2: CC1OCC2C(O1)C(C(C(O2)OC3C4COC(=O)C4C(C5=CC6=C(C=C35)OCO6)C7=CC(=C(C(=C7)OC)O)OC)O)O. Cell line: SK-MEL-28. Synergy scores: CSS=32.4, Synergy_ZIP=-5.23, Synergy_Bliss=4.11, Synergy_Loewe=4.38, Synergy_HSA=6.48. (2) Drug 1: CC1C(C(=O)NC(C(=O)N2CCCC2C(=O)N(CC(=O)N(C(C(=O)O1)C(C)C)C)C)C(C)C)NC(=O)C3=C4C(=C(C=C3)C)OC5=C(C(=O)C(=C(C5=N4)C(=O)NC6C(OC(=O)C(N(C(=O)CN(C(=O)C7CCCN7C(=O)C(NC6=O)C(C)C)C)C)C(C)C)C)N)C. Drug 2: CS(=O)(=O)OCCCCOS(=O)(=O)C. Cell line: 786-0. Synergy scores: CSS=20.6, Synergy_ZIP=-5.23, Synergy_Bliss=0.355, Synergy_Loewe=-8.48, Synergy_HSA=0.464. (3) Drug 1: C1CN1C2=NC(=NC(=N2)N3CC3)N4CC4. Drug 2: CC(C)CN1C=NC2=C1C3=CC=CC=C3N=C2N. Cell line: OVCAR-4. Synergy scores: CSS=7.85, Synergy_ZIP=-2.84, Synergy_Bliss=-0.0907, Synergy_Loewe=-0.992, Synergy_HSA=-0.876. (4) Drug 1: CCC1=CC2CC(C3=C(CN(C2)C1)C4=CC=CC=C4N3)(C5=C(C=C6C(=C5)C78CCN9C7C(C=CC9)(C(C(C8N6C)(C(=O)OC)O)OC(=O)C)CC)OC)C(=O)OC.C(C(C(=O)O)O)(C(=O)O)O. Synergy scores: CSS=22.0, Synergy_ZIP=-2.38, Synergy_Bliss=-0.399, Synergy_Loewe=-18.6, Synergy_HSA=-1.32. Cell line: HOP-62. Drug 2: CCCS(=O)(=O)NC1=C(C(=C(C=C1)F)C(=O)C2=CNC3=C2C=C(C=N3)C4=CC=C(C=C4)Cl)F. (5) Drug 1: CN(C)C1=NC(=NC(=N1)N(C)C)N(C)C. Drug 2: CC(C)CN1C=NC2=C1C3=CC=CC=C3N=C2N. Cell line: TK-10. Synergy scores: CSS=-2.48, Synergy_ZIP=2.45, Synergy_Bliss=1.82, Synergy_Loewe=-0.752, Synergy_HSA=-2.91.